This data is from Forward reaction prediction with 1.9M reactions from USPTO patents (1976-2016). The task is: Predict the product of the given reaction. (1) Given the reactants Br[CH2:2][C:3]1[C:11]([F:12])=[C:10]([C:13]2[CH:18]=[CH:17][CH:16]=[C:15]([Cl:19])[CH:14]=2)[C:6]2[N:7]=[CH:8][S:9][C:5]=2[CH:4]=1.[CH3:20][O:21][C:22]1[CH:27]=[CH:26][C:25](B(O)O)=[CH:24][N:23]=1.COCCOC, predict the reaction product. The product is: [ClH:19].[Cl:19][C:15]1[CH:14]=[C:13]([C:10]2[C:6]3[N:7]=[CH:8][S:9][C:5]=3[CH:4]=[C:3]([CH2:2][C:25]3[CH:24]=[N:23][C:22]([O:21][CH3:20])=[CH:27][CH:26]=3)[C:11]=2[F:12])[CH:18]=[CH:17][CH:16]=1. (2) Given the reactants [CH2:1]([O:3][C:4](=[O:17])[C:5]([C:14](=O)[CH3:15])=[CH:6][C:7]1[CH:12]=[CH:11][CH:10]=[C:9]([Cl:13])[CH:8]=1)[CH3:2].C[NH:19][C:20](=[NH:22])[SH:21].S([O-])([O-])(=O)=O.[CH2:28](N(CC)CC)C, predict the reaction product. The product is: [CH2:1]([O:3][C:4]([C:5]1[CH:6]([C:7]2[CH:12]=[CH:11][CH:10]=[C:9]([Cl:13])[CH:8]=2)[N:22]=[C:20]([S:21][CH3:28])[NH:19][C:14]=1[CH3:15])=[O:17])[CH3:2]. (3) Given the reactants Cl[C:2]1[C:11]([CH:12]=[O:13])=[CH:10][C:9]2[C:4](=[CH:5][CH:6]=[C:7]([F:14])[CH:8]=2)[N:3]=1.C(N(CC)CC)C.O.CCOC(C)=O, predict the reaction product. The product is: [F:14][C:7]1[CH:8]=[C:9]2[C:4](=[CH:5][CH:6]=1)[N:3]=[CH:2][C:11]([CH:12]=[O:13])=[CH:10]2. (4) The product is: [OH:14][CH2:10][CH2:11][C:12]1[O:9][C:3]2[C:4]([OH:8])=[CH:5][CH:6]=[CH:7][C:2]=2[CH:13]=1. Given the reactants Br[C:2]1[CH:7]=[CH:6][CH:5]=[C:4]([OH:8])[C:3]=1[OH:9].[CH2:10]([OH:14])[CH2:11][C:12]#[CH:13], predict the reaction product. (5) Given the reactants Cl[CH2:2][CH2:3][CH2:4][N:5]1[C:10]2[C:11]([CH3:15])=[CH:12][CH:13]=[CH:14][C:9]=2[O:8][CH2:7][C:6]1=[O:16].C([O-])([O-])=O.[K+].[K+].[Na+].[I-].[CH2:25]([CH:29]1[CH2:34][CH2:33][NH:32][CH2:31][CH2:30]1)[CH2:26][CH2:27][CH3:28], predict the reaction product. The product is: [CH2:25]([CH:29]1[CH2:34][CH2:33][N:32]([CH2:2][CH2:3][CH2:4][N:5]2[C:10]3[C:11]([CH3:15])=[CH:12][CH:13]=[CH:14][C:9]=3[O:8][CH2:7][C:6]2=[O:16])[CH2:31][CH2:30]1)[CH2:26][CH2:27][CH3:28]. (6) Given the reactants [C:1]([N:5]1[C:9](=[O:10])[C:8](Cl)=[C:7]([C:12]2[CH:17]=[CH:16][CH:15]=[CH:14][CH:13]=2)[S:6]1(=[O:19])=[O:18])([CH3:4])([CH3:3])[CH3:2].[C:20]([O:24][C:25]([N:27]1[CH2:32][CH2:31][CH:30]([NH2:33])[CH2:29][CH2:28]1)=[O:26])([CH3:23])([CH3:22])[CH3:21], predict the reaction product. The product is: [C:1]([N:5]1[C:9](=[O:10])[C:8]([NH:33][CH:30]2[CH2:29][CH2:28][N:27]([C:25]([O:24][C:20]([CH3:23])([CH3:22])[CH3:21])=[O:26])[CH2:32][CH2:31]2)=[C:7]([C:12]2[CH:17]=[CH:16][CH:15]=[CH:14][CH:13]=2)[S:6]1(=[O:19])=[O:18])([CH3:4])([CH3:3])[CH3:2].